Regression/Classification. Given a drug SMILES string, predict its absorption, distribution, metabolism, or excretion properties. Task type varies by dataset: regression for continuous measurements (e.g., permeability, clearance, half-life) or binary classification for categorical outcomes (e.g., BBB penetration, CYP inhibition). Dataset: rlm. From a dataset of Rat liver microsome stability data. (1) The drug is O=C(CCCCCCC(=O)Nc1ccccc1)NO. The result is 0 (unstable in rat liver microsomes). (2) The compound is CC(C)NCc1ccc(-c2cc(-c3cccc(C(=O)N[C@H](C)C#N)c3)no2)cc1. The result is 0 (unstable in rat liver microsomes). (3) The drug is O=C(N[C@@H](Cc1c[nH]c2ccccc12)C(=O)Nc1ccncc1)c1ccc(-c2ccc(Cl)cc2)cc1F. The result is 1 (stable in rat liver microsomes). (4) The compound is CC(=O)N1CCN(CCN2CCC(CNC(=O)c3cccc4[nH]c(C(C)C)nc34)CC2)CC1. The result is 0 (unstable in rat liver microsomes).